This data is from Full USPTO retrosynthesis dataset with 1.9M reactions from patents (1976-2016). The task is: Predict the reactants needed to synthesize the given product. The reactants are: [F:1][C:2]1[CH:7]=[CH:6][C:5]([C:8]2[C:16]3[O:15][CH:14]([CH2:17]OS(C4C=CC(C)=CC=4)(=O)=O)[CH2:13][C:12]=3[CH:11]=[C:10]([C:29]3[CH:34]=[CH:33][CH:32]=[CH:31][CH:30]=3)[CH:9]=2)=[CH:4][CH:3]=1.[CH3:35][NH2:36]. Given the product [F:1][C:2]1[CH:7]=[CH:6][C:5]([C:8]2[C:16]3[O:15][CH:14]([CH2:17][NH:36][CH3:35])[CH2:13][C:12]=3[CH:11]=[C:10]([C:29]3[CH:34]=[CH:33][CH:32]=[CH:31][CH:30]=3)[CH:9]=2)=[CH:4][CH:3]=1, predict the reactants needed to synthesize it.